This data is from Experimentally validated miRNA-target interactions with 360,000+ pairs, plus equal number of negative samples. The task is: Binary Classification. Given a miRNA mature sequence and a target amino acid sequence, predict their likelihood of interaction. (1) The miRNA is hsa-miR-331-3p with sequence GCCCCUGGGCCUAUCCUAGAA. The protein sequence of the target gene is MEPPRGPPANGAEPSRAVGTVKVYLPNKQRTVVTVRDGMSVYDSLDKALKVRGLNQDCCVVYRLIKGRKTVTAWDTAIAPLDGEELIVEVLEDVPLTMHNFVRKTFFSLAFCDFCLKFLFHGFRCQTCGYKFHQHCSSKVPTVCVDMSTNRQQFYHSVQDLSGGSRQHEAPSNRPLNELLTPQGPSPRTQHCDPEHFPFPAPANAPLQRIRSTSTPNVHMVSTTAPMDSNLIQLTGQSFSTDAAGSRGGSDGTPRGSPSPASVSSGRKSPHSKSPAEQRERKSLADDKKKVKNLGYRDSG.... Result: 1 (interaction). (2) The miRNA is hsa-miR-6795-3p with sequence ACCCCUCGUUUCUUCCCCCAG. The protein sequence of the target gene is MAILSLRAPGPWQAMQVWADRTLLTPHTGVTSQVLGVAAAVMTPLPGGHAAGRTREARWDAMEYDEKLARFRQAHLNPFNKQSGPRQHEQGPGEEVPDVTPEEALPELPPGEPEFRCPERVMDLGLSEDHFSRPVGLFLASDVQQLRQAIEECKQVILELPEQSEKQKDAVVRLIHLRLKLQELKDPNEDEPNIRVLLEHRFYKEKSKSVKQTCDKCNTIIWGLIQTWYTCTGCYYRCHSKCLNLISKPCVSSKVSHQAEYELNICPETGLDSQDYRCAECRAPISLRGVPSEARQCDYT.... Result: 0 (no interaction). (3) The protein sequence of the target gene is MAELRQVPGGRETPQGELRPEVVEDEVPRSPVAEEPGGGGSSSSEAKLSPREEEELDPRIQEELEHLNQASEEINQVELQLDEARTTYRRILQESARKLNTQGSHLGSCIEKARPYYEARRLAKEAQQETQKAALRYERAVSMHNAAREMVFVAEQGVMADKNRLDPTWQEMLNHATCKVNEAEEERLRGEREHQRVTRLCQQAEARVQALQKTLRRAIGKSRPYFELKAQFSQILEEHKAKVTELEQQVAQAKTRYSVALRNLEQISEQIHARRRGGLPPHPLGPRRSSPVGAEAGPED.... Result: 1 (interaction). The miRNA is hsa-miR-6865-3p with sequence ACACCCUCUUUCCCUACCGCC. (4) The miRNA is hsa-miR-6501-5p with sequence AGUUGCCAGGGCUGCCUUUGGU. The protein sequence of the target gene is MRPGTALQAVLLAVLLVGLRAATGRLLSASDLDLRGGQPVCRGGTQRPCYKVIYFHDTSRRLNFEEAKEACRRDGGQLVSIESEDEQKLIEKFIENLLPSDGDFWIGLRRREEKQSNSTACQDLYAWTDGSISQFRNWYVDEPSCGSEVCVVMYHQPSAPAGIGGPYMFQWNDDRCNMKNNFICKYSDEKPAVPSREAEGEETELTTPVLPEETQEEDAKKTFKESREAALNLAYILIPSIPLLLLLVVTTVVCWVWICRKRKREQPDPSTKKQHTIWPSPHQGNSPDLEVYNVIRKQSE.... Result: 1 (interaction).